From a dataset of Full USPTO retrosynthesis dataset with 1.9M reactions from patents (1976-2016). Predict the reactants needed to synthesize the given product. (1) The reactants are: [CH2:1]([O:3][C:4](=[O:26])[CH2:5][C:6]1[CH:11]=[CH:10][C:9]([C:12]2[CH:13]=[CH:14][C:15]([F:22])=[C:16]3[C:21]=2[CH2:20][NH:19][CH2:18][CH2:17]3)=[C:8]([O:23][CH2:24][CH3:25])[CH:7]=1)[CH3:2].C(N(C(C)C)C(C)C)C.[F:36][C:37]1[CH:54]=[CH:53][C:40]([CH2:41][O:42][C:43](=O)[O:44]N2C(=O)CCC2=O)=[CH:39][CH:38]=1. Given the product [F:36][C:37]1[CH:38]=[CH:39][C:40]([CH2:41][O:42][C:43]([N:19]2[CH2:18][CH2:17][C:16]3[C:21](=[C:12]([C:9]4[CH:10]=[CH:11][C:6]([CH2:5][C:4]([O:3][CH2:1][CH3:2])=[O:26])=[CH:7][C:8]=4[O:23][CH2:24][CH3:25])[CH:13]=[CH:14][C:15]=3[F:22])[CH2:20]2)=[O:44])=[CH:53][CH:54]=1, predict the reactants needed to synthesize it. (2) Given the product [F:38][CH:28]([F:27])[C:29]1[N:30]([C:2]2[N:11]=[CH:10][C:9]3[N:8]([CH2:12][C:13]4[CH:18]=[CH:17][C:16]([S:19]([CH3:22])(=[O:21])=[O:20])=[CH:15][CH:14]=4)[CH2:7][C@@H:6]4[CH2:23][O:24][CH2:25][CH2:26][N:5]4[C:4]=3[N:3]=2)[C:31]2[CH:37]=[CH:36][CH:35]=[CH:34][C:32]=2[N:33]=1, predict the reactants needed to synthesize it. The reactants are: Cl[C:2]1[N:11]=[CH:10][C:9]2[N:8]([CH2:12][C:13]3[CH:18]=[CH:17][C:16]([S:19]([CH3:22])(=[O:21])=[O:20])=[CH:15][CH:14]=3)[CH2:7][C@@H:6]3[CH2:23][O:24][CH2:25][CH2:26][N:5]3[C:4]=2[N:3]=1.[F:27][CH:28]([F:38])[C:29]1[NH:33][C:32]2[CH:34]=[CH:35][CH:36]=[CH:37][C:31]=2[N:30]=1.C(=O)([O-])[O-].[Cs+].[Cs+].C1(P(C2CCCCC2)C2C=CC=CC=2C2C(C(C)C)=CC(C(C)C)=CC=2C(C)C)CCCCC1. (3) Given the product [Cl:7][C:5]1[N:6]=[C:2]([CH3:25])[N:3]([C:18]2[CH:23]=[CH:22][C:21]([Cl:24])=[CH:20][CH:19]=2)[C:4]=1[C:8]1[C:9]([F:17])=[C:10]([CH:13]=[CH:14][C:15]=1[F:16])[C:11]#[N:12], predict the reactants needed to synthesize it. The reactants are: Br[C:2]1[N:3]([C:18]2[CH:23]=[CH:22][C:21]([Cl:24])=[CH:20][CH:19]=2)[C:4]([C:8]2[C:9]([F:17])=[C:10]([CH:13]=[CH:14][C:15]=2[F:16])[C:11]#[N:12])=[C:5]([Cl:7])[N:6]=1.[CH3:25]B1OB(C)OB(C)O1.C(=O)([O-])[O-].[Cs+].[Cs+]. (4) Given the product [Cl:7][C:6]([Cl:9])([Cl:8])[CH2:5][O:4][C:2](=[O:3])[NH:34][C:24]1[N:25]([C:27]2[CH:28]=[CH:29][C:30]([CH3:33])=[CH:31][CH:32]=2)[N:26]=[C:22]([C:18]([CH2:17][F:16])([CH3:19])[CH2:20][F:21])[CH:23]=1, predict the reactants needed to synthesize it. The reactants are: Cl[C:2]([O:4][CH2:5][C:6]([Cl:9])([Cl:8])[Cl:7])=[O:3].C(=O)([O-])[O-].[Na+].[Na+].[F:16][CH2:17][C:18]([C:22]1[CH:23]=[C:24]([NH2:34])[N:25]([C:27]2[CH:32]=[CH:31][C:30]([CH3:33])=[CH:29][CH:28]=2)[N:26]=1)([CH2:20][F:21])[CH3:19].O. (5) Given the product [C:12]1([C:11]2[N:28]=[C:4]([OH:6])[C:3]3[C:2](=[CH:10][CH:9]=[CH:8][CH:7]=3)[N:1]=2)[CH:17]=[CH:16][CH:15]=[CH:14][CH:13]=1, predict the reactants needed to synthesize it. The reactants are: [NH2:1][C:2]1[CH:10]=[CH:9][CH:8]=[CH:7][C:3]=1[C:4]([O-:6])=O.[CH:11](=O)[C:12]1[CH:17]=[CH:16][CH:15]=[CH:14][CH:13]=1.S([O-])(O)=O.[Na+].O.CC([N:28](C)C)=O. (6) Given the product [C:16]([O:20][C:21]([N:23]1[CH2:31][CH2:30][CH2:29][CH:25]([C:26]([NH:34][CH2:38][C:10]2[S:9][C:8]([C:5]3[CH:4]=[CH:3][C:2]([Cl:1])=[CH:7][CH:6]=3)=[N:12][C:11]=2[CH3:13])=[O:27])[CH2:24]1)=[O:22])([CH3:19])([CH3:18])[CH3:17], predict the reactants needed to synthesize it. The reactants are: [Cl:1][C:2]1[CH:7]=[CH:6][C:5]([C:8]2[S:9][C:10](NC)=[C:11]([CH3:13])[N:12]=2)=[CH:4][CH:3]=1.[C:16]([O:20][C:21]([N:23]1[CH2:31][CH2:30][CH2:29][CH:25]([C:26](O)=[O:27])[CH2:24]1)=[O:22])([CH3:19])([CH3:18])[CH3:17].O.O[N:34]1[C:38]2C=CC=CC=2N=N1.Cl.CN(C)CCCN=C=NCC.CN1CCOCC1.C(O)(=O)CC(CC(O)=O)(C(O)=O)O. (7) Given the product [F:34][C:31]([F:32])([F:33])[C:30]([C:27]1[CH:28]=[CH:29][C:24]([CH2:23][N:21]2[CH:22]=[C:18]([CH2:17][O:16][C:14]([C:13]3[CH:41]=[CH:42][C:10]([S:9][C:7]([CH3:43])([CH3:8])[C:6]([OH:44])=[O:5])=[CH:11][CH:12]=3)=[O:15])[N:19]=[N:20]2)=[CH:25][CH:26]=1)([O:39][CH3:40])[C:35]([F:38])([F:37])[F:36], predict the reactants needed to synthesize it. The reactants are: C([O:5][C:6](=[O:44])[C:7]([CH3:43])([S:9][C:10]1[CH:42]=[CH:41][C:13]([C:14]([O:16][CH2:17][C:18]2[N:19]=[N:20][N:21]([CH2:23][C:24]3[CH:29]=[CH:28][C:27]([C:30]([O:39][CH3:40])([C:35]([F:38])([F:37])[F:36])[C:31]([F:34])([F:33])[F:32])=[CH:26][CH:25]=3)[CH:22]=2)=[O:15])=[CH:12][CH:11]=1)[CH3:8])(C)(C)C.Cl. (8) Given the product [ClH:41].[C:1]([CH:5]1[N:14]2[C:9](=[CH:10][C:11](=[O:20])[C:12]([C:15]([OH:17])=[O:16])=[CH:13]2)[C:8]2[CH:21]=[C:22]([O:34][CH3:35])[C:23]([O:25][CH2:26][CH2:27][N:28]3[CH2:29][CH2:30][O:31][CH2:32][CH2:33]3)=[CH:24][C:7]=2[CH2:6]1)([CH3:4])([CH3:2])[CH3:3], predict the reactants needed to synthesize it. The reactants are: [C:1]([CH:5]1[N:14]2[C:9](=[CH:10][C:11](=[O:20])[C:12]([C:15]([O:17]CC)=[O:16])=[CH:13]2)[C:8]2[CH:21]=[C:22]([O:34][CH3:35])[C:23]([O:25][CH2:26][CH2:27][N:28]3[CH2:33][CH2:32][O:31][CH2:30][CH2:29]3)=[CH:24][C:7]=2[CH2:6]1)([CH3:4])([CH3:3])[CH3:2].CO.O[Li].O.[ClH:41].